Dataset: Reaction yield outcomes from USPTO patents with 853,638 reactions. Task: Predict the reaction yield, written as a fraction of the theoretical maximum amount of product (1.0 means a 100% yield; for example, 0.34 means a 34% yield). (1) The reactants are [NH2:1][C:2]1[CH:3]=[C:4]([C:9]2[C:10]([S:15]([CH2:18]CO)(=[O:17])=[O:16])=[CH:11][CH:12]=[CH:13][CH:14]=2)[CH:5]=[CH:6][C:7]=1[NH2:8].Cl.C(O[C:25](=N)[CH2:26][Br:27])C. The catalyst is C(O)C. The product is [Br:27][CH2:26][C:25]1[NH:8][C:7]2[CH:6]=[CH:5][C:4]([C:9]3[CH:14]=[CH:13][CH:12]=[CH:11][C:10]=3[S:15]([CH3:18])(=[O:16])=[O:17])=[CH:3][C:2]=2[N:1]=1. The yield is 0.940. (2) The product is [CH2:27]([C:3]1[N:4]=[C:5]([CH2:24][CH2:25][CH3:26])[N:6]([CH2:9][C:10]2[CH:11]=[CH:12][C:13]([C:16]3[C:17]([C:22]#[N:23])=[CH:18][CH:19]=[CH:20][CH:21]=3)=[CH:14][CH:15]=2)[C:7](=[O:8])[C:2]=1[C:36]1[CH:37]=[CH:38][C:33]([O:32][CH:29]([CH3:31])[CH3:30])=[CH:34][CH:35]=1)[CH3:28]. The catalyst is C(=O)([O-])[O-].[Cs+].[Cs+].O1CCOCC1.C(OCC)(=O)C.C1C=CC(P(C2C=CC=CC=2)[C-]2C=CC=C2)=CC=1.C1C=CC(P(C2C=CC=CC=2)[C-]2C=CC=C2)=CC=1.Cl[Pd]Cl.[Fe+2]. The reactants are Br[C:2]1[C:7](=[O:8])[N:6]([CH2:9][C:10]2[CH:15]=[CH:14][C:13]([C:16]3[C:17]([C:22]#[N:23])=[CH:18][CH:19]=[CH:20][CH:21]=3)=[CH:12][CH:11]=2)[C:5]([CH2:24][CH2:25][CH3:26])=[N:4][C:3]=1[CH2:27][CH3:28].[CH:29]([O:32][C:33]1[CH:38]=[CH:37][C:36](B(O)O)=[CH:35][CH:34]=1)([CH3:31])[CH3:30]. The yield is 0.890. (3) The reactants are [CH:1]1([CH2:7][C@@H:8]([NH:24][CH3:25])[CH2:9][N:10]2[CH2:15][CH2:14][N:13]([C:16]3[CH:21]=[CH:20][CH:19]=[CH:18][C:17]=3[O:22][CH3:23])[CH2:12][CH2:11]2)[CH2:6][CH2:5][CH2:4][CH2:3][CH2:2]1.C(N(CC)CC)C.[CH3:33][C:34]1([C:40](Cl)=[O:41])[CH2:39][CH2:38][CH2:37][CH2:36][CH2:35]1. The catalyst is ClCCl. The product is [CH:1]1([CH2:7][C@@H:8]([N:24]([CH3:25])[C:40]([C:34]2([CH3:33])[CH2:39][CH2:38][CH2:37][CH2:36][CH2:35]2)=[O:41])[CH2:9][N:10]2[CH2:15][CH2:14][N:13]([C:16]3[CH:21]=[CH:20][CH:19]=[CH:18][C:17]=3[O:22][CH3:23])[CH2:12][CH2:11]2)[CH2:2][CH2:3][CH2:4][CH2:5][CH2:6]1. The yield is 0.860. (4) The reactants are [CH2:1]([O:8][C:9](=[O:12])[CH:10]=[CH2:11])[C:2]1[CH:7]=[CH:6][CH:5]=[CH:4][CH:3]=1.[C:13]([NH:21][NH2:22])(=[O:20])[C:14]1[CH:19]=[CH:18][CH:17]=[CH:16][CH:15]=1. The catalyst is C(O)(C)C. The product is [C:13]([NH:21][NH:22][CH2:11][CH2:10][C:9]([O:8][CH2:1][C:2]1[CH:7]=[CH:6][CH:5]=[CH:4][CH:3]=1)=[O:12])(=[O:20])[C:14]1[CH:19]=[CH:18][CH:17]=[CH:16][CH:15]=1. The yield is 0.500.